From a dataset of NCI-60 drug combinations with 297,098 pairs across 59 cell lines. Regression. Given two drug SMILES strings and cell line genomic features, predict the synergy score measuring deviation from expected non-interaction effect. (1) Drug 1: C1CN1P(=S)(N2CC2)N3CC3. Drug 2: CN(C(=O)NC(C=O)C(C(C(CO)O)O)O)N=O. Cell line: K-562. Synergy scores: CSS=25.8, Synergy_ZIP=-7.42, Synergy_Bliss=-2.48, Synergy_Loewe=0.509, Synergy_HSA=-0.117. (2) Drug 1: C1=NC2=C(N1)C(=S)N=CN2. Drug 2: CN(CCCl)CCCl.Cl. Cell line: OVCAR-5. Synergy scores: CSS=37.3, Synergy_ZIP=-0.0611, Synergy_Bliss=-0.192, Synergy_Loewe=-1.71, Synergy_HSA=3.53. (3) Drug 1: C1=CC=C(C=C1)NC(=O)CCCCCCC(=O)NO. Drug 2: C(=O)(N)NO. Cell line: NCIH23. Synergy scores: CSS=11.9, Synergy_ZIP=-1.33, Synergy_Bliss=5.16, Synergy_Loewe=1.88, Synergy_HSA=4.92.